This data is from Catalyst prediction with 721,799 reactions and 888 catalyst types from USPTO. The task is: Predict which catalyst facilitates the given reaction. (1) Reactant: [H-].[Al+3].[Li+].[H-].[H-].[H-].[CH3:7][C:8]1([CH3:20])[CH2:13][CH2:12][C:11](=[O:14])[CH:10]=[C:9]1[CH2:15][CH2:16][CH2:17][CH:18]=[CH2:19].O.[OH-].[Na+]. Product: [CH3:7][C:8]1([CH3:20])[CH2:13][CH2:12][CH:11]([OH:14])[CH:10]=[C:9]1[CH2:15][CH2:16][CH2:17][CH:18]=[CH2:19]. The catalyst class is: 27. (2) Reactant: C(OC([NH:8][C@H:9]1[C@@H:14]([N:15]2[CH:19]=[CH:18][N:17]=[N:16]2)[C@@H:13]([CH3:20])[CH2:12][N:11]([C:21]2[CH:26]=[CH:25][N:24]=[CH:23][C:22]=2[NH:27][C:28]([C:30]2[C:39]([NH:40]C(=O)OCC3C=CC=CC=3)=[CH:38][C:37]3[C:32](=[CH:33][C:34]([C:51]4[CH2:52][CH2:53][O:54][CH2:55][CH:56]=4)=[CH:35][CH:36]=3)[N:31]=2)=[O:29])[CH2:10]1)=O)(C)(C)C.C1COCC1.Cl.O1CCOCC1. Product: [NH2:40][C:39]1[C:30]([C:28]([NH:27][C:22]2[CH:23]=[N:24][CH:25]=[CH:26][C:21]=2[N:11]2[CH2:12][C@H:13]([CH3:20])[C@H:14]([N:15]3[CH:19]=[CH:18][N:17]=[N:16]3)[C@H:9]([NH2:8])[CH2:10]2)=[O:29])=[N:31][C:32]2[C:37]([CH:38]=1)=[CH:36][CH:35]=[C:34]([CH:51]1[CH2:56][CH2:55][O:54][CH2:53][CH2:52]1)[CH:33]=2. The catalyst class is: 5. (3) Reactant: [N:1]([CH2:4][CH2:5][O:6][CH2:7][CH2:8][O:9][CH2:10][CH2:11][O:12][CH2:13][CH2:14][NH2:15])=[N+:2]=[N-:3].C(N(CC)CC)C.[Cl:23][C:24]1[CH:25]=[C:26]2[C:31](=[C:32]([Cl:34])[CH:33]=1)[CH2:30][N:29]([CH3:35])[CH2:28][CH:27]2[C:36]1[CH:37]=[C:38]([S:42](Cl)(=[O:44])=[O:43])[CH:39]=[CH:40][CH:41]=1. Product: [N:1]([CH2:4][CH2:5][O:6][CH2:7][CH2:8][O:9][CH2:10][CH2:11][O:12][CH2:13][CH2:14][NH:15][S:42]([C:38]1[CH:39]=[CH:40][CH:41]=[C:36]([CH:27]2[C:26]3[C:31](=[C:32]([Cl:34])[CH:33]=[C:24]([Cl:23])[CH:25]=3)[CH2:30][N:29]([CH3:35])[CH2:28]2)[CH:37]=1)(=[O:44])=[O:43])=[N+:2]=[N-:3]. The catalyst class is: 2. (4) Reactant: [CH3:1][C:2]1[S:6][C:5]([NH:7][C:8](=[O:31])[C:9]2[CH:14]=[CH:13][C:12]([O:15][C:16]3[CH:21]=[CH:20][N:19]=[C:18]4[NH:22][N:23]=[C:24]([NH:25][CH:26]5[CH2:30][CH2:29][NH:28][CH2:27]5)[C:17]=34)=[CH:11][CH:10]=2)=[N:4][CH:3]=1.[CH2:32]([N:34]=[C:35]=[O:36])[CH3:33].O. Product: [CH2:32]([NH:34][C:35]([N:28]1[CH2:29][CH2:30][C@@H:26]([NH:25][C:24]2[C:17]3[C:18](=[N:19][CH:20]=[CH:21][C:16]=3[O:15][C:12]3[CH:13]=[CH:14][C:9]([C:8](=[O:31])[NH:7][C:5]4[S:6][C:2]([CH3:1])=[CH:3][N:4]=4)=[CH:10][CH:11]=3)[NH:22][N:23]=2)[CH2:27]1)=[O:36])[CH3:33]. The catalyst class is: 2. (5) Reactant: [Br:1][C:2]1[CH:7]=[CH:6][C:5]([CH:8]([C:10]2[CH:15]=[CH:14][C:13]([Cl:16])=[CH:12][CH:11]=2)O)=[CH:4][CH:3]=1.C1(P(C2C=CC=CC=2)C2C=CC=CC=2)C=CC=CC=1.[C:36]1(=[O:46])[NH:40][C:39](=[O:41])[C:38]2=[CH:42][CH:43]=[CH:44][CH:45]=[C:37]12.CC(OC(/N=N/C(OC(C)C)=O)=O)C. Product: [Br:1][C:2]1[CH:7]=[CH:6][C:5]([CH:8]([C:10]2[CH:15]=[CH:14][C:13]([Cl:16])=[CH:12][CH:11]=2)[N:40]2[C:36](=[O:46])[C:37]3[C:38](=[CH:42][CH:43]=[CH:44][CH:45]=3)[C:39]2=[O:41])=[CH:4][CH:3]=1. The catalyst class is: 165. (6) Reactant: C(OC(=O)[NH:7][CH2:8][C:9]1[CH:14]=[CH:13][C:12]([C:15]2[CH:20]=[CH:19][C:18]([S:21]([CH3:24])(=[O:23])=[O:22])=[CH:17][CH:16]=2)=[CH:11][CH:10]=1)(C)(C)C.Cl. Product: [CH3:24][S:21]([C:18]1[CH:17]=[CH:16][C:15]([C:12]2[CH:13]=[CH:14][C:9]([CH2:8][NH2:7])=[CH:10][CH:11]=2)=[CH:20][CH:19]=1)(=[O:22])=[O:23]. The catalyst class is: 12. (7) Reactant: NC1(C2C=CC(C3C(=O)C4C(=CC=C(F)C=4)OC=3C3C=CC=CC=3)=CC=2)CCC1.C(OC(=O)[NH:36][C:37]1([C:41]2[CH:46]=[CH:45][C:44]([C:47]3[C:48](=[O:68])[C:49]4[CH:50]=[CH:51][C:52]5[C:53](=[N:63][N:64]([CH2:66][CH3:67])[CH:65]=5)[C:54]=4[O:55][C:56]=3[C:57]3[CH:62]=[CH:61][CH:60]=[CH:59][CH:58]=3)=[CH:43][CH:42]=2)[CH2:40][CH2:39][CH2:38]1)(C)(C)C.C(O)(C(F)(F)F)=O.[ClH:77]. Product: [ClH:77].[NH2:36][C:37]1([C:41]2[CH:42]=[CH:43][C:44]([C:47]3[C:48](=[O:68])[C:49]4[CH:50]=[CH:51][C:52]5[C:53](=[N:63][N:64]([CH2:66][CH3:67])[CH:65]=5)[C:54]=4[O:55][C:56]=3[C:57]3[CH:62]=[CH:61][CH:60]=[CH:59][CH:58]=3)=[CH:45][CH:46]=2)[CH2:40][CH2:39][CH2:38]1. The catalyst class is: 24. (8) Reactant: [CH2:1]([N:8]1[CH:13]2[CH2:14][CH2:15][CH:9]1[CH2:10][CH:11]([OH:16])[CH2:12]2)[C:2]1[CH:7]=[CH:6][CH:5]=[CH:4][CH:3]=1.C(N(CC)CC)C.[CH3:24][S:25](Cl)(=[O:27])=[O:26].O. Product: [CH2:1]([N:8]1[CH:9]2[CH2:15][CH2:14][CH:13]1[CH2:12][CH:11]([O:16][S:25]([CH3:24])(=[O:27])=[O:26])[CH2:10]2)[C:2]1[CH:3]=[CH:4][CH:5]=[CH:6][CH:7]=1. The catalyst class is: 4.